This data is from Reaction yield outcomes from USPTO patents with 853,638 reactions. The task is: Predict the reaction yield, written as a fraction of the theoretical maximum amount of product (1.0 means a 100% yield; for example, 0.34 means a 34% yield). (1) The catalyst is CC(O)=O. The reactants are [Br:1][C:2]1[C:7]2=[N:8][O:9][N:10]=[C:6]2[C:5]([N+:11]([O-])=O)=[CH:4][CH:3]=1. The yield is 0.950. The product is [Br:1][C:2]1[C:7]2=[N:8][O:9][N:10]=[C:6]2[C:5]([NH2:11])=[CH:4][CH:3]=1. (2) The reactants are [F:1][C:2]([F:17])([F:16])[C:3]1[CH:4]=[C:5]([CH:13](O)[CH3:14])[CH:6]=[C:7]([C:9]([F:12])([F:11])[F:10])[CH:8]=1.P(Br)(Br)[Br:19]. The catalyst is C1(C)C=CC=CC=1.O. The product is [Br:19][CH:13]([C:5]1[CH:4]=[C:3]([C:2]([F:17])([F:16])[F:1])[CH:8]=[C:7]([C:9]([F:12])([F:11])[F:10])[CH:6]=1)[CH3:14]. The yield is 0.410.